Dataset: Reaction yield outcomes from USPTO patents with 853,638 reactions. Task: Predict the reaction yield, written as a fraction of the theoretical maximum amount of product (1.0 means a 100% yield; for example, 0.34 means a 34% yield). (1) The catalyst is C([O-])(=O)C.[Cu+2].C([O-])(=O)C.C(OCC)(=O)C. The yield is 0.100. The reactants are [CH:1]1([NH:4][C:5]2(N)[N:13]=[C:12]([C:14]([F:17])([F:16])[F:15])[N:11]=[C:10]3[C:6]2=[N:7][CH:8]=[N:9]3)[CH2:3][CH2:2]1.[CH3:19][O:20][C:21]1[CH:22]=[C:23](B(O)O)[CH:24]=[CH:25][C:26]=1[O:27][CH3:28].C(N(CC)CC)C.C(#N)C. The product is [CH:1]1([NH:4][C:5]2[N:13]=[C:12]([C:14]([F:17])([F:15])[F:16])[N:11]=[C:10]3[C:6]=2[N:7]=[CH:8][N:9]3[C:24]2[CH:23]=[CH:22][C:21]([O:20][CH3:19])=[C:26]([O:27][CH3:28])[CH:25]=2)[CH2:3][CH2:2]1. (2) The reactants are [S:1]1[C:9]2[CH2:8][CH2:7][N:6](C(OC(C)(C)C)=O)[CH2:5][C:4]=2[CH:3]=[C:2]1[C:17]([O:19][CH3:20])=[O:18].C(O)(C(F)(F)F)=O. The catalyst is C(Cl)Cl. The product is [S:1]1[C:9]2[CH2:8][CH2:7][NH:6][CH2:5][C:4]=2[CH:3]=[C:2]1[C:17]([O:19][CH3:20])=[O:18]. The yield is 0.890. (3) The product is [CH2:23]([O:22][C:16]1[CH:15]=[C:14]([C@H:8]([N:7]2[C:6](=[O:25])[C:36]3[C:37](=[CH:38][CH:39]=[CH:40][C:41]=3[NH:42][C:43]([CH:45]3[CH2:47][CH2:46]3)=[O:44])[CH2:48]2)[CH2:9][C:10]([OH:13])([CH3:11])[CH3:12])[CH:19]=[CH:18][C:17]=1[O:20][CH3:21])[CH3:24]. The yield is 0.510. The catalyst is C(Cl)Cl.CN(C=O)C. The reactants are C(O[C:6](=[O:25])[NH:7][C@@H:8]([C:14]1[CH:19]=[CH:18][C:17]([O:20][CH3:21])=[C:16]([O:22][CH2:23][CH3:24])[CH:15]=1)[CH2:9][C:10]([OH:13])([CH3:12])[CH3:11])(C)(C)C.Cl.O1CCOCC1.COC(=O)[C:36]1[C:41]([NH:42][C:43]([CH:45]2[CH2:47][CH2:46]2)=[O:44])=[CH:40][CH:39]=[CH:38][C:37]=1[CH2:48]Br.C(N(CC)CC)C. (4) The reactants are ClC1C(C(=O)N(CCCC)CCCC)=NN(C2C=CC(C(=O)NS(C3C=CC4C(=CC=CC=4)C=3)(=O)=O)=CC=2C(O)=O)C=1C.[Cl:44][C:45]1[C:46]([C:79](=[O:89])[N:80]([CH2:85][CH2:86][CH2:87][CH3:88])[CH2:81][CH2:82][CH2:83][CH3:84])=[N:47][N:48]([C:51]2[CH:61]=[CH:60][C:59]([C:62](=[O:78])[NH:63][S:64]([C:67]3[CH:68]=[C:69]4[C:73](=[CH:74][CH:75]=3)[N:72]([CH2:76][CH3:77])[CH2:71][CH2:70]4)(=[O:66])=[O:65])=[CH:58][C:52]=2[C:53]([O:55]CC)=[O:54])[C:49]=1[CH3:50]. No catalyst specified. The product is [Cl:44][C:45]1[C:46]([C:79](=[O:89])[N:80]([CH2:85][CH2:86][CH2:87][CH3:88])[CH2:81][CH2:82][CH2:83][CH3:84])=[N:47][N:48]([C:51]2[CH:61]=[CH:60][C:59]([C:62](=[O:78])[NH:63][S:64]([C:67]3[CH:68]=[C:69]4[C:73](=[CH:74][CH:75]=3)[N:72]([CH2:76][CH3:77])[CH2:71][CH2:70]4)(=[O:66])=[O:65])=[CH:58][C:52]=2[C:53]([OH:55])=[O:54])[C:49]=1[CH3:50]. The yield is 0.320. (5) The reactants are [CH:1]([C:3]1[CH:18]=[CH:17][C:6]([O:7][C:8]2[CH:9]=[CH:10][C:11]([C:14]([NH2:16])=[O:15])=[N:12][CH:13]=2)=[CH:5][CH:4]=1)=O.[S:19]1[CH:23]=[C:22]([CH2:24][CH2:25][NH2:26])[C:21]2[CH:27]=[CH:28][CH:29]=[CH:30][C:20]1=2. No catalyst specified. The product is [S:19]1[CH:23]=[C:22]([CH2:24][CH2:25][NH:26][CH2:1][C:3]2[CH:18]=[CH:17][C:6]([O:7][C:8]3[CH:9]=[CH:10][C:11]([C:14]([NH2:16])=[O:15])=[N:12][CH:13]=3)=[CH:5][CH:4]=2)[C:21]2[CH:27]=[CH:28][CH:29]=[CH:30][C:20]1=2. The yield is 0.502. (6) The reactants are CO[C:3](=[O:23])[CH2:4][CH2:5][N:6]1[CH:14]=[N:13][C:12]2[C:11](=[O:15])[N:10]([CH2:16][C:17]3[CH:22]=[CH:21][CH:20]=[CH:19][CH:18]=3)[CH:9]=[N:8][C:7]1=2.[N:24]1([CH2:30][CH2:31][CH2:32][NH2:33])[CH2:29][CH2:28][O:27][CH2:26][CH2:25]1. The catalyst is C(#N)C. The product is [CH2:16]([N:10]1[C:11](=[O:15])[C:12]2[N:13]=[CH:14][N:6]([CH2:5][CH2:4][C:3]([NH:33][CH2:32][CH2:31][CH2:30][N:24]3[CH2:29][CH2:28][O:27][CH2:26][CH2:25]3)=[O:23])[C:7]=2[N:8]=[CH:9]1)[C:17]1[CH:18]=[CH:19][CH:20]=[CH:21][CH:22]=1. The yield is 0.340.